This data is from Full USPTO retrosynthesis dataset with 1.9M reactions from patents (1976-2016). The task is: Predict the reactants needed to synthesize the given product. (1) Given the product [F:1][C:2]1[CH:7]=[CH:6][C:5]([C:8]2[O:9][C:10]3[CH:20]=[C:19]([N:21]([CH3:26])[S:22]([CH3:25])(=[O:24])=[O:23])[C:18]([C:27]4[N:32]=[C:31]([C:33]([OH:35])=[O:34])[C:30]([O:37][CH3:38])=[CH:29][CH:28]=4)=[CH:17][C:11]=3[C:12]=2[C:13](=[O:16])[NH:14][CH3:15])=[CH:4][CH:3]=1, predict the reactants needed to synthesize it. The reactants are: [F:1][C:2]1[CH:7]=[CH:6][C:5]([C:8]2[O:9][C:10]3[CH:20]=[C:19]([N:21]([CH3:26])[S:22]([CH3:25])(=[O:24])=[O:23])[C:18]([C:27]4[N:32]=[C:31]([C:33]([O:35]C)=[O:34])[C:30]([O:37][CH3:38])=[CH:29][CH:28]=4)=[CH:17][C:11]=3[C:12]=2[C:13](=[O:16])[NH:14][CH3:15])=[CH:4][CH:3]=1.O[Li].O. (2) Given the product [Cl:1][C:2]1[CH:7]=[CH:6][C:5]([CH:8]2[CH2:13][CH2:12][NH:11][CH2:10][CH2:9]2)=[CH:4][C:3]=1[C:14]([F:17])([F:15])[F:16], predict the reactants needed to synthesize it. The reactants are: [Cl:1][C:2]1[CH:7]=[CH:6][C:5]([C:8]2[CH2:9][CH2:10][NH:11][CH2:12][CH:13]=2)=[CH:4][C:3]=1[C:14]([F:17])([F:16])[F:15].Cl. (3) Given the product [CH3:1][O:2][C:3]1[CH:4]=[C:5]([C:14]2[CH:18]=[C:17]([C:20]3[C:21]([C:27]([F:29])([F:30])[F:28])=[N+:22]([O-:26])[CH:23]=[CH:24][CH:25]=3)[O:16][N:15]=2)[CH:6]=[C:7]([N+:11]([O-:13])=[O:12])[C:8]=1[O:9][CH3:10], predict the reactants needed to synthesize it. The reactants are: [CH3:1][O:2][C:3]1[CH:4]=[C:5]([C:14]2[CH2:18][C:17]([C:20]3[C:21]([C:27]([F:30])([F:29])[F:28])=[N+:22]([O-:26])[CH:23]=[CH:24][CH:25]=3)(O)[O:16][N:15]=2)[CH:6]=[C:7]([N+:11]([O-:13])=[O:12])[C:8]=1[O:9][CH3:10].FC(F)(F)C(O)=O. (4) The reactants are: [C:1]([O:5][C:6]([NH:8][C:9]1[S:10][CH:11]=[C:12]([C:14]([OH:16])=O)[N:13]=1)=[O:7])([CH3:4])([CH3:3])[CH3:2].[CH3:17][NH:18][CH3:19].O1CCCC1. Given the product [C:1]([O:5][C:6](=[O:7])[NH:8][C:9]1[S:10][CH:11]=[C:12]([C:14](=[O:16])[N:18]([CH3:19])[CH3:17])[N:13]=1)([CH3:2])([CH3:3])[CH3:4], predict the reactants needed to synthesize it. (5) Given the product [NH:14]1[C:10]([C:7]2[CH:8]=[CH:9][C:4]([NH2:1])=[CH:5][CH:6]=2)=[N:11][N:12]=[N:13]1, predict the reactants needed to synthesize it. The reactants are: [N+:1]([C:4]1[CH:9]=[CH:8][C:7]([C:10]2[NH:14][N:13]=[N:12][N:11]=2)=[CH:6][CH:5]=1)([O-])=O.C(O)C. (6) Given the product [N:15]1[CH:14]=[N:13][N:11]2[CH:12]=[C:7]([C:6]3[N:5]([C:16]4[CH:17]=[C:18]([CH3:22])[CH:19]=[CH:20][CH:21]=4)[C:4](=[O:23])[N:3]([CH2:35][C:36]4[CH:41]=[CH:40][CH:39]=[CH:38][CH:37]=4)[C:2]=3[CH3:1])[CH:8]=[CH:9][C:10]=12, predict the reactants needed to synthesize it. The reactants are: [CH3:1][C:2]1[NH:3][C:4](=[O:23])[N:5]([C:16]2[CH:17]=[C:18]([CH3:22])[CH:19]=[CH:20][CH:21]=2)[C:6]=1[C:7]1[CH:8]=[CH:9][C:10]2[N:11]([N:13]=[CH:14][N:15]=2)[CH:12]=1.CN(C)C=O.CC(C)([O-])C.[K+].[CH2:35](Cl)[C:36]1[CH:41]=[CH:40][CH:39]=[CH:38][CH:37]=1. (7) Given the product [CH3:1][C:2]1[N:6]([C@@H:7]2[CH2:8][CH2:9][C@H:10]([NH:13][CH2:28][CH:20]3[CH2:19][C:27]4[C:22](=[CH:23][CH:24]=[CH:25][CH:26]=4)[CH2:21]3)[CH2:11][CH2:12]2)[C:5]2[CH:14]=[CH:15][C:16]([CH3:18])=[CH:17][C:4]=2[N:3]=1, predict the reactants needed to synthesize it. The reactants are: [CH3:1][C:2]1[N:6]([C@@H:7]2[CH2:12][CH2:11][C@H:10]([NH2:13])[CH2:9][CH2:8]2)[C:5]2[CH:14]=[CH:15][C:16]([CH3:18])=[CH:17][C:4]=2[N:3]=1.[CH2:19]1[C:27]2[C:22](=[CH:23][CH:24]=[CH:25][CH:26]=2)[CH2:21][CH:20]1[CH:28]=O. (8) Given the product [F:6][C:7]([F:21])([C:13]1[CH:18]=[CH:17][CH:16]=[C:15]([CH:19]=[CH2:1])[CH:14]=1)[C:8]([O:10][CH2:11][CH3:12])=[O:9], predict the reactants needed to synthesize it. The reactants are: [CH2:1]([Li])CCC.[F:6][C:7]([F:21])([C:13]1[CH:18]=[CH:17][CH:16]=[C:15]([CH:19]=O)[CH:14]=1)[C:8]([O:10][CH2:11][CH3:12])=[O:9].